From a dataset of Acute oral toxicity (LD50) regression data from Zhu et al.. Regression/Classification. Given a drug SMILES string, predict its toxicity properties. Task type varies by dataset: regression for continuous values (e.g., LD50, hERG inhibition percentage) or binary classification for toxic/non-toxic outcomes (e.g., AMES mutagenicity, cardiotoxicity, hepatotoxicity). Dataset: ld50_zhu. (1) The rat oral LD50 is 3.12, given as -log10 of the dose in mol/kg body weight (higher means more acutely toxic). The drug is CCOC(=O)C1(CCCCCCOc2ccc(Cl)cc2)CO1. (2) The molecule is COP(=O)(OC)Oc1ccc([N+](=O)[O-])c(C)c1. The rat oral LD50 is 4.04, given as -log10 of the dose in mol/kg body weight (higher means more acutely toxic). (3) The drug is CC(C)C=O. The rat oral LD50 is 1.88, given as -log10 of the dose in mol/kg body weight (higher means more acutely toxic).